Dataset: Catalyst prediction with 721,799 reactions and 888 catalyst types from USPTO. Task: Predict which catalyst facilitates the given reaction. (1) Reactant: [CH2:1]([C:5]12[C:18]3[C:13](=[CH:14][C:15]([O:19]C)=[CH:16][CH:17]=3)[CH2:12][CH2:11][C:10]1=[C:9]([CH3:21])[C:8](=[O:22])[CH2:7][CH2:6]2)[CH2:2][CH2:3][CH3:4].B(Br)(Br)Br. Product: [CH2:1]([C:5]12[C:18]3[C:13](=[CH:14][C:15]([OH:19])=[CH:16][CH:17]=3)[CH2:12][CH2:11][C:10]1=[C:9]([CH3:21])[C:8](=[O:22])[CH2:7][CH2:6]2)[CH2:2][CH2:3][CH3:4]. The catalyst class is: 2. (2) Reactant: [CH2:1]([O:3][C:4]([C:6]1[C:7]([CH3:14])=[N:8][C:9]([S:12][CH3:13])=[N:10][CH:11]=1)=[O:5])[CH3:2].[CH3:15][N:16]([CH:18](OC)OC)[CH3:17]. Product: [CH2:1]([O:3][C:4]([C:6]1[C:7](/[CH:14]=[CH:15]/[N:16]([CH3:18])[CH3:17])=[N:8][C:9]([S:12][CH3:13])=[N:10][CH:11]=1)=[O:5])[CH3:2]. The catalyst class is: 3. (3) Reactant: [C:1]1([C:7]2[C:8]([N:14]3[CH2:19][CH2:18][NH:17][CH2:16][CH2:15]3)=[CH:9][C:10](=[O:13])[NH:11][N:12]=2)[CH:6]=[CH:5][CH:4]=[CH:3][CH:2]=1.C(=O)([O-])[O-].[K+].[K+].[C:26](Cl)(=[O:33])[C:27]1[CH:32]=[CH:31][CH:30]=[CH:29][CH:28]=1. Product: [C:26]([N:17]1[CH2:18][CH2:19][N:14]([C:8]2[C:7]([C:1]3[CH:2]=[CH:3][CH:4]=[CH:5][CH:6]=3)=[N:12][NH:11][C:10](=[O:13])[CH:9]=2)[CH2:15][CH2:16]1)(=[O:33])[C:27]1[CH:32]=[CH:31][CH:30]=[CH:29][CH:28]=1. The catalyst class is: 3. (4) Reactant: [F-:1].[K+].Cl[C:4]1[N:8]([C:9]2[CH:14]=[CH:13][CH:12]=[CH:11][CH:10]=2)[N:7]=[C:6]([C:15]([F:18])([F:17])[F:16])[C:5]=1[CH:19]=[O:20].O. Product: [F:1][C:4]1[N:8]([C:9]2[CH:14]=[CH:13][CH:12]=[CH:11][CH:10]=2)[N:7]=[C:6]([C:15]([F:18])([F:17])[F:16])[C:5]=1[CH:19]=[O:20]. The catalyst class is: 16.